The task is: Predict the product of the given reaction.. This data is from Forward reaction prediction with 1.9M reactions from USPTO patents (1976-2016). Given the reactants [ClH:1].C(OC(=O)[NH:8][CH2:9][C:10]([N:12]1[CH2:17][CH2:16][N:15]([C:18](=[O:28])[C:19]2[CH:24]=[C:23]([O:25][CH3:26])[CH:22]=[CH:21][C:20]=2[Br:27])[CH2:14][CH2:13]1)=[O:11])(C)(C)C, predict the reaction product. The product is: [ClH:1].[NH2:8][CH2:9][C:10]([N:12]1[CH2:17][CH2:16][N:15]([C:18](=[O:28])[C:19]2[CH:24]=[C:23]([O:25][CH3:26])[CH:22]=[CH:21][C:20]=2[Br:27])[CH2:14][CH2:13]1)=[O:11].